This data is from Catalyst prediction with 721,799 reactions and 888 catalyst types from USPTO. The task is: Predict which catalyst facilitates the given reaction. (1) Reactant: [NH2:1][CH2:2][CH:3]([C:5]1[N:10]=[C:9]2[CH2:11][O:12][CH:13](C3C=CC=CC=3)[O:14][C:8]2=[CH:7][CH:6]=1)[OH:4].C(N(C(C)C)CC)(C)C.Br[CH2:31][CH2:32][CH2:33][CH2:34][CH2:35][CH2:36][O:37][CH2:38][CH2:39][CH2:40][CH2:41][C:42]1[CH:43]=[C:44]([S:48]([NH2:51])(=[O:50])=[O:49])[CH:45]=[CH:46][CH:47]=1. Product: [CH:13]([OH:14])=[O:12].[OH:4][CH:3]([C:5]1[CH:6]=[CH:7][C:8]([OH:14])=[C:9]([CH2:11][OH:12])[N:10]=1)[CH2:2][NH:1][CH2:31][CH2:32][CH2:33][CH2:34][CH2:35][CH2:36][O:37][CH2:38][CH2:39][CH2:40][CH2:41][C:42]1[CH:43]=[C:44]([S:48]([NH2:51])(=[O:50])=[O:49])[CH:45]=[CH:46][CH:47]=1. The catalyst class is: 9. (2) Reactant: [C:1]([N:3]=[C:4]([N:26]1[CH2:31][CH2:30][CH2:29][C@@H:28]([C@:32]([OH:45])([C:39]2[CH:44]=[CH:43][CH:42]=[CH:41][CH:40]=2)[CH2:33][CH2:34][CH2:35][CH2:36][O:37][CH3:38])[CH2:27]1)[NH:5][C@@H:6]([CH2:19][CH:20]1[CH2:25][CH2:24][CH2:23][CH2:22][CH2:21]1)[CH2:7][N:8](C)[C:9](OCC[Si](C)(C)C)=O)#[N:2].[N+](CC)(CC)(CC)CC.[F-]. Product: [C:1]([N:3]=[C:4]([N:26]1[CH2:31][CH2:30][CH2:29][C@@H:28]([C@:32]([OH:45])([C:39]2[CH:40]=[CH:41][CH:42]=[CH:43][CH:44]=2)[CH2:33][CH2:34][CH2:35][CH2:36][O:37][CH3:38])[CH2:27]1)[NH:5][C@@H:6]([CH2:19][CH:20]1[CH2:21][CH2:22][CH2:23][CH2:24][CH2:25]1)[CH2:7][NH:8][CH3:9])#[N:2]. The catalyst class is: 23. (3) Reactant: [H-].[Na+].[CH3:3][O:4][C:5]1[C:10]([NH:11][C:12](=[O:15])[CH2:13][CH3:14])=[CH:9][C:8]([CH3:16])=[C:7]([C:17]2[CH:22]=[CH:21][C:20]([O:23][C:24]([F:27])([F:26])[F:25])=[CH:19][C:18]=2[O:28][CH3:29])[N:6]=1.I[CH2:31][CH2:32][CH3:33].O. Product: [CH3:3][O:4][C:5]1[C:10]([N:11]([CH2:31][CH2:32][CH3:33])[C:12](=[O:15])[CH2:13][CH3:14])=[CH:9][C:8]([CH3:16])=[C:7]([C:17]2[CH:22]=[CH:21][C:20]([O:23][C:24]([F:27])([F:26])[F:25])=[CH:19][C:18]=2[O:28][CH3:29])[N:6]=1. The catalyst class is: 3. (4) Reactant: [CH3:1][O:2][C:3]1[CH:17]=[CH:16][C:6]([CH2:7][S:8][C:9]2[NH:10][C:11]([CH3:15])=[C:12]([CH3:14])[N:13]=2)=[CH:5][CH:4]=1.[H-].[Na+].I[CH2:21][CH3:22]. Product: [CH2:21]([N:13]1[C:12]([CH3:14])=[C:11]([CH3:15])[N:10]=[C:9]1[S:8][CH2:7][C:6]1[CH:5]=[CH:4][C:3]([O:2][CH3:1])=[CH:17][CH:16]=1)[CH3:22]. The catalyst class is: 3. (5) Reactant: [Cl:1][C:2]1[CH:3]=[CH:4][C:5]([S:9][C:10]2[CH:15]=[CH:14][C:13]([Cl:16])=[CH:12][CH:11]=2)=[C:6]([NH2:8])[CH:7]=1.[N:17]([O-])=O.[Na+].Cl[Sn]Cl.Cl. Product: [ClH:1].[Cl:1][C:2]1[CH:3]=[CH:4][C:5]([S:9][C:10]2[CH:15]=[CH:14][C:13]([Cl:16])=[CH:12][CH:11]=2)=[C:6]([NH:8][NH2:17])[CH:7]=1. The catalyst class is: 6. (6) Reactant: [F:1][C:2]1[CH:7]=[CH:6][CH:5]=[CH:4][C:3]=1[N:8]1[C:12]2[CH:13]=[CH:14][CH:15]=[CH:16][C:11]=2[NH:10][S:9]1(=[O:18])=[O:17].[C:19]1(P([C:19]2[CH:24]=CC=[CH:21][CH:20]=2)[C:19]2[CH:24]=CC=[CH:21][CH:20]=2)[CH:24]=CC=[CH:21][CH:20]=1.C(O)CC=C.N(C(OC(C)C)=O)=NC(OC(C)C)=O. Product: [CH2:21]([N:10]1[C:11]2[CH:16]=[CH:15][CH:14]=[CH:13][C:12]=2[N:8]([C:3]2[CH:4]=[CH:5][CH:6]=[CH:7][C:2]=2[F:1])[S:9]1(=[O:18])=[O:17])[CH2:20][CH:19]=[CH2:24]. The catalyst class is: 7.